Task: Regression. Given a peptide amino acid sequence and an MHC pseudo amino acid sequence, predict their binding affinity value. This is MHC class I binding data.. Dataset: Peptide-MHC class I binding affinity with 185,985 pairs from IEDB/IMGT (1) The peptide sequence is SSVKHIPLM. The MHC is Mamu-A01 with pseudo-sequence Mamu-A01. The binding affinity (normalized) is 0.734. (2) The binding affinity (normalized) is 0.530. The MHC is HLA-A68:01 with pseudo-sequence HLA-A68:01. The peptide sequence is EQLSKYVEK. (3) The peptide sequence is RRVSGCVSV. The MHC is HLA-B35:01 with pseudo-sequence HLA-B35:01. The binding affinity (normalized) is 0.0847. (4) The peptide sequence is DSYTQMCDHR. The MHC is HLA-A33:01 with pseudo-sequence HLA-A33:01. The binding affinity (normalized) is 0.462. (5) The peptide sequence is KLYVNGKAY. The MHC is HLA-A03:01 with pseudo-sequence HLA-A03:01. The binding affinity (normalized) is 0.680. (6) The peptide sequence is LIGLIIPPLGI. The MHC is HLA-A02:03 with pseudo-sequence HLA-A02:03. The binding affinity (normalized) is 0.314. (7) The peptide sequence is IKLEPVHGVY. The MHC is HLA-A02:03 with pseudo-sequence HLA-A02:03. The binding affinity (normalized) is 0.420.